From a dataset of Reaction yield outcomes from USPTO patents with 853,638 reactions. Predict the reaction yield, written as a fraction of the theoretical maximum amount of product (1.0 means a 100% yield; for example, 0.34 means a 34% yield). (1) The reactants are [Al].Br[C:3]1[CH:8]=[CH:7][CH:6]=[CH:5][C:4]=1[N+:9]([O-:11])=[O:10].CC1(C)C(C)(C)OB([C:20]2[CH:25]=[CH:24][C:23]([O:26][CH3:27])=[CH:22][CH:21]=2)O1.C(=O)([O-])[O-].[K+].[K+]. The catalyst is C1(C)C=CC=CC=1. The product is [CH3:27][O:26][C:23]1[CH:24]=[CH:25][C:20]([C:3]2[CH:8]=[CH:7][CH:6]=[CH:5][C:4]=2[N+:9]([O-:11])=[O:10])=[CH:21][CH:22]=1. The yield is 0.700. (2) The reactants are [NH2:1][C:2]1[N:3]=[CH:4][C:5]([C:12]2[CH:13]=[C:14]([CH:18]=[CH:19][CH:20]=2)[C:15]([OH:17])=O)=[N:6][C:7]=1[C:8]([NH:10][CH3:11])=[O:9].ON1C2C=CC=CC=2N=N1.[Cl:31][C:32]1[CH:39]=[CH:38][C:35]([CH2:36][NH2:37])=[CH:34][CH:33]=1.Cl.C(N=C=NCCCN(C)C)C. The catalyst is C(OCC)(=O)C.O1CCCC1. The product is [NH2:1][C:2]1[C:7]([C:8]([NH:10][CH3:11])=[O:9])=[N:6][C:5]([C:12]2[CH:20]=[CH:19][CH:18]=[C:14]([C:15]([NH:37][CH2:36][C:35]3[CH:38]=[CH:39][C:32]([Cl:31])=[CH:33][CH:34]=3)=[O:17])[CH:13]=2)=[CH:4][N:3]=1. The yield is 0.500. (3) The reactants are [CH3:1][NH:2][C:3](=[O:11])[CH2:4][CH2:5][CH2:6][CH2:7][CH2:8][CH2:9][CH3:10].[H-].[Na+].[Br:14][C:15]1[CH:16]=[C:17]([CH:20]=[CH:21][CH:22]=1)[CH2:18]Br.O. The catalyst is O1CCCC1. The product is [CH3:1][N:2]([CH2:18][C:17]1[CH:20]=[CH:21][CH:22]=[C:15]([Br:14])[CH:16]=1)[C:3](=[O:11])[CH2:4][CH2:5][CH2:6][CH2:7][CH2:8][CH2:9][CH3:10]. The yield is 0.710. (4) The reactants are C(N(CC)[CH:5]([CH3:7])[CH3:6])(C)C.Br[C:11]1[CH:30]=[CH:29][C:14]([CH2:15][NH:16][C:17]([C:19]2[CH:20]=[C:21]3[C:26](=[CH:27][CH:28]=2)[N:25]=[CH:24][CH:23]=[CH:22]3)=[O:18])=[CH:13][CH:12]=1.CN1[CH2:36][CH2:35][CH2:34][C:33]1=O.N.O1CCC[CH2:40]1. The catalyst is [Cu]I.C1C=CC([P]([Pd]([P](C2C=CC=CC=2)(C2C=CC=CC=2)C2C=CC=CC=2)([P](C2C=CC=CC=2)(C2C=CC=CC=2)C2C=CC=CC=2)[P](C2C=CC=CC=2)(C2C=CC=CC=2)C2C=CC=CC=2)(C2C=CC=CC=2)C2C=CC=CC=2)=CC=1.C(OCC)(=O)C.O. The product is [C:7]1([C:5]#[C:6][C:11]2[CH:30]=[CH:29][C:14]([CH2:15][NH:16][C:17]([C:19]3[CH:20]=[C:21]4[C:26](=[CH:27][CH:28]=3)[N:25]=[CH:24][CH:23]=[CH:22]4)=[O:18])=[CH:13][CH:12]=2)[CH:40]=[CH:36][CH:35]=[CH:34][CH:33]=1. The yield is 0.240. (5) The reactants are [C:1]([O:5][C@@H:6]([C:12]1[C:13]([CH3:38])=[N:14][C:15]2[N:16]([N:30]=[C:31]([C:33]([O:35]CC)=[O:34])[CH:32]=2)[C:17]=1[C:18]1[C:19]([CH3:29])=[C:20]2[C:25](=[C:26]([F:28])[CH:27]=1)[O:24][CH2:23][CH2:22][CH2:21]2)[C:7]([O:9][CH2:10][CH3:11])=[O:8])([CH3:4])([CH3:3])[CH3:2].[OH-].[Na+].O.Cl. The catalyst is C1COCC1. The product is [C:1]([O:5][C@@H:6]([C:12]1[C:13]([CH3:38])=[N:14][C:15]2[N:16]([N:30]=[C:31]([C:33]([OH:35])=[O:34])[CH:32]=2)[C:17]=1[C:18]1[C:19]([CH3:29])=[C:20]2[C:25](=[C:26]([F:28])[CH:27]=1)[O:24][CH2:23][CH2:22][CH2:21]2)[C:7]([O:9][CH2:10][CH3:11])=[O:8])([CH3:4])([CH3:2])[CH3:3]. The yield is 0.890. (6) The reactants are CC1C=CC(S(O[CH:12]([C:23]([O:25]CC)=O)[CH2:13][CH2:14][C:15]2[CH:20]=[CH:19][C:18]([O:21][CH3:22])=[CH:17][CH:16]=2)(=O)=O)=CC=1.[C:28]1([CH3:38])[CH:33]=[CH:32][C:31]([NH:34][C:35]([NH2:37])=[S:36])=[CH:30][CH:29]=1.CC([O-])=O.[Na+]. The catalyst is CCO. The product is [CH3:22][O:21][C:18]1[CH:17]=[CH:16][C:15]([CH2:14][CH2:13][CH:12]2[S:36][C:35](=[N:34][C:31]3[CH:32]=[CH:33][C:28]([CH3:38])=[CH:29][CH:30]=3)[NH:37][C:23]2=[O:25])=[CH:20][CH:19]=1. The yield is 0.310. (7) The reactants are [CH3:1][O:2][C:3](=[O:61])[NH:4][CH:5]([C:9]([N:11]1[CH2:15][CH2:14][CH2:13][CH:12]1[C:16]1[NH:17][C:18]([C:21]2[CH:30]=[CH:29][C:28]3[C:23](=[CH:24][CH:25]=[C:26]([C:31]4[CH:36]=[CH:35][C:34]([C:37]5[NH:38][C:39]([C@@H:42]6[CH2:46][CH2:45][CH2:44][N:43]6[C:47](=[O:60])[CH:48]([NH:55][C:56]([O:58][CH3:59])=[O:57])[C:49]6[CH:54]=[CH:53][CH:52]=[CH:51][CH:50]=6)=[N:40][CH:41]=5)=[CH:33][CH:32]=4)[CH:27]=3)[CH:22]=2)=[CH:19][N:20]=1)=[O:10])[CH:6]([CH3:8])[CH3:7].[CH3:62]OC(NC(C1C=CC=CC=1C)C(O)=O)=O. No catalyst specified. The product is [CH3:1][O:2][C:3](=[O:61])[NH:4][CH:5]([C:9]([N:11]1[CH2:15][CH2:14][CH2:13][CH:12]1[C:16]1[NH:17][C:18]([C:21]2[CH:30]=[CH:29][C:28]3[C:23](=[CH:24][CH:25]=[C:26]([C:31]4[CH:32]=[CH:33][C:34]([C:37]5[NH:38][C:39]([CH:42]6[CH2:46][CH2:45][CH2:44][N:43]6[C:47](=[O:60])[CH:48]([NH:55][C:56]([O:58][CH3:59])=[O:57])[C:49]6[CH:54]=[CH:53][CH:52]=[CH:51][C:50]=6[CH3:62])=[N:40][CH:41]=5)=[CH:35][CH:36]=4)[CH:27]=3)[CH:22]=2)=[CH:19][N:20]=1)=[O:10])[CH:6]([CH3:8])[CH3:7]. The yield is 0.500. (8) The reactants are F[C:2]1[CH:7]=[CH:6][C:5]([N+:8]([O-:10])=[O:9])=[CH:4][CH:3]=1.[NH:11]1[CH2:15][CH2:14][CH2:13][CH2:12]1.C(N(CC)CC)C. The catalyst is C(O)(C)C. The product is [N+:8]([C:5]1[CH:6]=[CH:7][C:2]([N:11]2[CH2:15][CH2:14][CH2:13][CH2:12]2)=[CH:3][CH:4]=1)([O-:10])=[O:9]. The yield is 0.850. (9) The catalyst is C(#N)C. The yield is 0.940. The reactants are [CH:1]([C:4]1[C:5]([S:12][C:13]#[N:14])=[CH:6][C:7]([CH3:11])=[C:8]([OH:10])[CH:9]=1)([CH3:3])[CH3:2].Br[CH2:16][C:17]([O:19][CH3:20])=[O:18].C(=O)([O-])[O-].[Cs+].[Cs+].C(O)C(N)(CO)CO. The product is [CH3:20][O:19][C:17](=[O:18])[CH2:16][O:10][C:8]1[CH:9]=[C:4]([CH:1]([CH3:3])[CH3:2])[C:5]([S:12][C:13]#[N:14])=[CH:6][C:7]=1[CH3:11]. (10) The reactants are I[C:2]1[C:10]2[C:5](=[N:6][CH:7]=[N:8][C:9]=2[NH2:11])[N:4]([C@H:12]2[CH2:17][CH2:16][C@H:15]([N:18]3[CH2:23][CH2:22][N:21]([CH3:24])[CH2:20][CH2:19]3)[CH2:14][CH2:13]2)[N:3]=1.[CH3:25][O:26][C:27]1[CH:28]=[C:29](B(O)O)[CH:30]=[CH:31][C:32]=1[NH:33][C:34](=[O:43])[CH2:35][CH2:36][C:37]1[CH:42]=[CH:41][CH:40]=[CH:39][CH:38]=1.C(=O)([O-])[O-].[Na+].[Na+]. The catalyst is COCCOC.O.C1C=CC([P]([Pd]([P](C2C=CC=CC=2)(C2C=CC=CC=2)C2C=CC=CC=2)([P](C2C=CC=CC=2)(C2C=CC=CC=2)C2C=CC=CC=2)[P](C2C=CC=CC=2)(C2C=CC=CC=2)C2C=CC=CC=2)(C2C=CC=CC=2)C2C=CC=CC=2)=CC=1. The product is [NH2:11][C:9]1[N:8]=[CH:7][N:6]=[C:5]2[N:4]([C@H:12]3[CH2:17][CH2:16][C@H:15]([N:18]4[CH2:23][CH2:22][N:21]([CH3:24])[CH2:20][CH2:19]4)[CH2:14][CH2:13]3)[N:3]=[C:2]([C:29]3[CH:30]=[CH:31][C:32]([NH:33][C:34](=[O:43])[CH2:35][CH2:36][C:37]4[CH:38]=[CH:39][CH:40]=[CH:41][CH:42]=4)=[C:27]([O:26][CH3:25])[CH:28]=3)[C:10]=12. The yield is 0.380.